This data is from Forward reaction prediction with 1.9M reactions from USPTO patents (1976-2016). The task is: Predict the product of the given reaction. (1) Given the reactants [OH:1][CH2:2][C:3]([C@H:5]([C@@H:7]([C@@H:9](CO)[OH:10])[OH:8])[OH:6])=[O:4].O=C[C@@H]([C@H]([C@@H]([C@@H](CO)O)O)O)O.O=C[C@@H]([C@H]([C@@H](CO)O)O)O.OCC([C@H]([C@@H](CO)O)O)=O, predict the reaction product. The product is: [O:1]=[CH:2][C@H:3]([C@H:5]([C@@H:7]([CH2:9][OH:10])[OH:8])[OH:6])[OH:4]. (2) The product is: [OH:10][N:9]=[CH:2][C:3]([NH:23][C:22]1[CH:24]=[CH:25][CH:26]=[CH:27][C:21]=1[N+:18]([O-:20])=[O:19])=[O:5]. Given the reactants Cl[C:2](Cl)(Cl)[CH:3]([OH:5])O.Cl.[NH2:9][OH:10].S([O-])([O-])(=O)=O.[Na+].[Na+].[N+:18]([C:21]1[CH:27]=[CH:26][CH:25]=[CH:24][C:22]=1[NH2:23])([O-:20])=[O:19], predict the reaction product. (3) Given the reactants [CH3:1][CH:2]([CH3:6])[C:3](=[O:5])[CH3:4].[C:7](OCC)(=[O:13])[C:8]([O:10][CH2:11][CH3:12])=[O:9].[O-]CC.[Na+], predict the reaction product. The product is: [OH:5][C:3]([CH:2]([CH3:6])[CH3:1])=[CH:4][C:7](=[O:13])[C:8]([O:10][CH2:11][CH3:12])=[O:9]. (4) Given the reactants CC(C)([O-])C.[K+].[N+:7]([C:10]1[CH:11]=[C:12]2[C:16](=[CH:17][CH:18]=1)[N:15]([CH:19]1[CH2:24][CH2:23][CH2:22][CH2:21][O:20]1)[N:14]=[CH:13]2)([O-:9])=[O:8].Cl.NC1C(C)=CC(C(OC)=O)=C(C)C=1.Cl[CH2:40][C:41]([O:43][CH2:44][CH3:45])=[O:42], predict the reaction product. The product is: [CH2:44]([O:43][C:41](=[O:42])[CH2:40][C:11]1[C:10]([N+:7]([O-:9])=[O:8])=[CH:18][CH:17]=[C:16]2[C:12]=1[CH:13]=[N:14][N:15]2[CH:19]1[CH2:24][CH2:23][CH2:22][CH2:21][O:20]1)[CH3:45]. (5) Given the reactants O[C:2]1([C:11]2[S:12][CH:13]=[CH:14][N:15]=2)[CH2:7][CH:6]2[CH2:8][CH2:9][CH:3]1[CH2:4][C:5]2=[O:10], predict the reaction product. The product is: [S:12]1[CH:13]=[CH:14][N:15]=[C:11]1[C:2]1[CH:3]2[CH2:9][CH2:8][CH:6]([CH:7]=1)[C:5](=[O:10])[CH2:4]2. (6) The product is: [Cl:4][C:5]1[CH:10]=[CH:9][C:8]([C:11]2[S:15][C:14]([C:16]([N:2]([CH3:3])[CH3:1])=[O:17])=[C:13]([C:19]3[CH:24]=[CH:23][C:22]([S:25](=[O:28])(=[O:27])[NH2:26])=[CH:21][CH:20]=3)[C:12]=2[CH3:29])=[CH:7][CH:6]=1. Given the reactants [CH3:1][NH:2][CH3:3].[Cl:4][C:5]1[CH:10]=[CH:9][C:8]([C:11]2[S:15][C:14]([C:16](O)=[O:17])=[C:13]([C:19]3[CH:24]=[CH:23][C:22]([S:25](=[O:28])(=[O:27])[NH2:26])=[CH:21][CH:20]=3)[C:12]=2[CH3:29])=[CH:7][CH:6]=1.CN(C(ON1N=NC2C=CC=NC1=2)=[N+](C)C)C.F[P-](F)(F)(F)(F)F.CCN(C(C)C)C(C)C, predict the reaction product. (7) Given the reactants [C:1]([C:5]1[CH:20]=[CH:19][C:8](/[CH:9]=[N:10]/[NH:11][C:12]([O:14][C:15]([CH3:18])([CH3:17])[CH3:16])=[O:13])=[CH:7][CH:6]=1)([CH3:4])([CH3:3])[CH3:2], predict the reaction product. The product is: [C:1]([C:5]1[CH:20]=[CH:19][C:8]([CH2:9][NH:10][NH:11][C:12]([O:14][C:15]([CH3:18])([CH3:17])[CH3:16])=[O:13])=[CH:7][CH:6]=1)([CH3:4])([CH3:2])[CH3:3].